Dataset: Full USPTO retrosynthesis dataset with 1.9M reactions from patents (1976-2016). Task: Predict the reactants needed to synthesize the given product. (1) Given the product [CH2:19]([N:26]1[CH2:32][CH2:11][CH:10]([C:7]2[CH:6]=[CH:5][C:4]([N+:1]([O-:3])=[O:2])=[CH:9][N:8]=2)[CH2:27]1)[C:20]1[CH:25]=[CH:24][CH:23]=[CH:22][CH:21]=1, predict the reactants needed to synthesize it. The reactants are: [N+:1]([C:4]1[CH:5]=[CH:6][C:7]([CH:10]=[CH2:11])=[N:8][CH:9]=1)([O-:3])=[O:2].FC(F)(F)C(O)=O.[CH2:19]([N:26]([CH2:32]OC)[CH2:27][Si](C)(C)C)[C:20]1[CH:25]=[CH:24][CH:23]=[CH:22][CH:21]=1. (2) Given the product [Cl:8][C:9]1[N:10]=[C:11]([S:16][CH2:17][C:18]2[CH:23]=[CH:22][CH:21]=[C:20]([F:24])[C:19]=2[F:25])[N:12]=[C:13]([O:6][CH:4]([CH3:5])[CH2:3][N:2]([CH3:7])[CH3:1])[CH:14]=1, predict the reactants needed to synthesize it. The reactants are: [CH3:1][N:2]([CH3:7])[CH2:3][CH:4]([OH:6])[CH3:5].[Cl:8][C:9]1[CH:14]=[C:13](Cl)[N:12]=[C:11]([S:16][CH2:17][C:18]2[CH:23]=[CH:22][CH:21]=[C:20]([F:24])[C:19]=2[F:25])[N:10]=1.FC1C(F)=CC=CC=1CSC1N=C(NS(N2CCC2)(=O)=O)C=C(OC(CO)CO)N=1.[H-].[Na+]. (3) Given the product [Br:1][C:2]1[C:11]2[C:6](=[C:7]([CH3:14])[CH:8]=[C:9]([O:12][CH3:13])[CH:10]=2)[N:5]=[CH:4][C:3]=1[C:15]([OH:17])=[O:16], predict the reactants needed to synthesize it. The reactants are: [Br:1][C:2]1[C:11]2[C:6](=[C:7]([CH3:14])[CH:8]=[C:9]([O:12][CH3:13])[CH:10]=2)[N:5]=[CH:4][C:3]=1[C:15]([O:17]CC)=[O:16].Cl. (4) Given the product [C:9]([C:10]1[CH:15]=[CH:14][C:13]([NH:16][C@@H:17]([C:21]2[CH:26]=[C:25]([O:27][CH2:28][CH3:29])[CH:24]=[C:23]([O:30][CH:31]3[CH2:36][CH2:35][N:34]([CH3:37])[CH2:33][CH2:32]3)[C:22]=2[F:38])[C:18]([OH:20])=[O:19])=[CH:12][CH:11]=1)(=[NH:8])[NH2:39], predict the reactants needed to synthesize it. The reactants are: C(OC([NH:8][C:9](=[NH:39])[C:10]1[CH:15]=[CH:14][C:13]([NH:16][C@@H:17]([C:21]2[CH:26]=[C:25]([O:27][CH2:28][CH3:29])[CH:24]=[C:23]([O:30][CH:31]3[CH2:36][CH2:35][N:34]([CH3:37])[CH2:33][CH2:32]3)[C:22]=2[F:38])[C:18]([OH:20])=[O:19])=[CH:12][CH:11]=1)=O)(C)(C)C. (5) The reactants are: [ClH:1].[NH2:2][CH2:3][CH2:4][C:5]1[CH:6]=[C:7]([OH:11])[CH:8]=[CH:9][CH:10]=1.[C:12]([O:16][CH2:17][CH3:18])(=[O:15])[CH:13]=O.C1(C)C=CC=CC=1. Given the product [ClH:1].[OH:11][C:7]1[CH:6]=[C:5]2[C:10](=[CH:9][CH:8]=1)[CH:13]([C:12]([O:16][CH2:17][CH3:18])=[O:15])[NH:2][CH2:3][CH2:4]2, predict the reactants needed to synthesize it. (6) Given the product [NH2:2][C:3]([CH3:9])([CH3:8])[C:4]#[C:5][CH2:6][O:7][Si:22]([C:25]([CH3:28])([CH3:27])[CH3:26])([CH3:24])[CH3:23], predict the reactants needed to synthesize it. The reactants are: Cl.[NH2:2][C:3]([CH3:9])([CH3:8])[C:4]#[C:5][CH2:6][OH:7].C(N(CC)CC)C.N1C=CN=C1.[Si:22](Cl)([C:25]([CH3:28])([CH3:27])[CH3:26])([CH3:24])[CH3:23]. (7) Given the product [NH2:2][C:1]1[C:3]2[C:11]([O:12][CH:13]3[CH2:16][CH2:15][CH2:14]3)=[CH:10][CH:9]=[C:5]([C:6]([NH2:22])=[O:8])[C:4]=2[S:61][C:62]=1[C:63]([NH2:65])=[O:64], predict the reactants needed to synthesize it. The reactants are: [C:1]([C:3]1[C:4](F)=[C:5]([CH:9]=[CH:10][C:11]=1[O:12][CH:13]1[CH2:16][CH2:15][CH2:14]1)[C:6]([OH:8])=O)#[N:2].N.C([N:22](C(C)C)CC)(C)C.C1CN([P+](ON2N=NC3C=CC=CC2=3)(N2CCCC2)N2CCCC2)CC1.F[P-](F)(F)(F)(F)F.[SH:61][CH2:62][C:63]([NH2:65])=[O:64].[O-]CC.[Na+]. (8) The reactants are: C([O:3][C:4](=O)[CH2:5][CH2:6][CH2:7][NH:8][C:9]1[CH:14]=[CH:13][C:12]([CH2:15][CH2:16][CH2:17][CH2:18][NH:19][C:20]([O:22][C:23]([CH3:26])([CH3:25])[CH3:24])=[O:21])=[CH:11][CH:10]=1)C.[NH3:28]. Given the product [C:23]([O:22][C:20](=[O:21])[NH:19][CH2:18][CH2:17][CH2:16][CH2:15][C:12]1[CH:13]=[CH:14][C:9]([NH:8][CH2:7][CH2:6][CH2:5][C:4](=[O:3])[NH2:28])=[CH:10][CH:11]=1)([CH3:26])([CH3:25])[CH3:24], predict the reactants needed to synthesize it. (9) Given the product [Br:1][C:2]1[C:3]([O:12][CH2:13][CH2:14][C:15]2[S:19][CH:18]=[N:17][C:16]=2[CH3:20])=[C:4]([CH:7]=[C:8]([S:10][CH3:11])[CH:9]=1)[CH2:5][NH:22][CH2:23][CH2:24][CH2:25][NH:26][C:27]1[NH:32][C:31]2[CH:33]=[CH:34][S:35][C:30]=2[C:29](=[O:36])[CH:28]=1, predict the reactants needed to synthesize it. The reactants are: [Br:1][C:2]1[C:3]([O:12][CH2:13][CH2:14][C:15]2[S:19][CH:18]=[N:17][C:16]=2[CH3:20])=[C:4]([CH:7]=[C:8]([S:10][CH3:11])[CH:9]=1)[CH:5]=O.Cl.[NH2:22][CH2:23][CH2:24][CH2:25][NH:26][C:27]1[NH:32][C:31]2[CH:33]=[CH:34][S:35][C:30]=2[C:29](=[O:36])[CH:28]=1. (10) Given the product [CH3:24][C:20]([C:18]1[CH:17]=[CH:16][C:13]2[C:14](=[O:15])[NH:8][CH2:9][CH2:10][O:11][C:12]=2[CH:19]=1)([CH3:23])[CH:21]=[O:22], predict the reactants needed to synthesize it. The reactants are: COC1C=CC(C[N:8]2[C:14](=[O:15])[C:13]3[CH:16]=[CH:17][C:18]([C:20]([CH3:24])([CH3:23])[CH:21]=[O:22])=[CH:19][C:12]=3[O:11][CH2:10][CH2:9]2)=CC=1.C(O)(C(F)(F)F)=O.CCOC(C)=O.